Task: Predict the reaction yield, written as a fraction of the theoretical maximum amount of product (1.0 means a 100% yield; for example, 0.34 means a 34% yield).. Dataset: Reaction yield outcomes from USPTO patents with 853,638 reactions The reactants are [Cl:1][C:2]1[CH:3]=[C:4]([NH:8][C:9](=[O:14])[CH2:10][CH2:11][C:12]#[CH:13])[CH:5]=[CH:6][CH:7]=1.[O:15](C(OC(C)(C)C)=O)[C:16]([O:18][C:19]([CH3:22])([CH3:21])[CH3:20])=O. No catalyst specified. The product is [Cl:1][C:2]1[CH:3]=[C:4]([N:8]([C:9](=[O:14])[CH2:10][CH2:11][C:12]#[CH:13])[C:16](=[O:15])[O:18][C:19]([CH3:22])([CH3:21])[CH3:20])[CH:5]=[CH:6][CH:7]=1. The yield is 0.880.